This data is from Forward reaction prediction with 1.9M reactions from USPTO patents (1976-2016). The task is: Predict the product of the given reaction. (1) The product is: [F:8][C:9]1[CH:10]=[C:11]([C:33]([NH:7][S:4]([CH3:3])(=[O:6])=[O:5])=[O:34])[C:12]2[CH2:13][C:14]([CH3:31])([CH3:32])[CH:15]([C:19]3[CH:24]=[CH:23][CH:22]=[C:21]([N:25]4[CH2:26][CH2:27][O:28][CH2:29][CH2:30]4)[CH:20]=3)[NH:16][C:17]=2[CH:18]=1. Given the reactants [H-].[Na+].[CH3:3][S:4]([NH2:7])(=[O:6])=[O:5].[F:8][C:9]1[CH:10]=[C:11]([C:33](O)=[O:34])[C:12]2[CH2:13][C:14]([CH3:32])([CH3:31])[CH:15]([C:19]3[CH:24]=[CH:23][CH:22]=[C:21]([N:25]4[CH2:30][CH2:29][O:28][CH2:27][CH2:26]4)[CH:20]=3)[NH:16][C:17]=2[CH:18]=1.C(N1C=CN=C1)(N1C=CN=C1)=O, predict the reaction product. (2) Given the reactants Br[C:2]1[N:6]2[C@@H:7]([CH3:15])[CH2:8][N:9]([CH:12]([CH3:14])[CH3:13])[C:10](=[O:11])[C:5]2=[C:4]([O:16][CH3:17])[C:3]=1[C:18]([O:20][CH2:21][CH3:22])=[O:19].N.O.[CH3:25][N:26](C)C=O, predict the reaction product. The product is: [C:25]([C:2]1[N:6]2[C@@H:7]([CH3:15])[CH2:8][N:9]([CH:12]([CH3:14])[CH3:13])[C:10](=[O:11])[C:5]2=[C:4]([O:16][CH3:17])[C:3]=1[C:18]([O:20][CH2:21][CH3:22])=[O:19])#[N:26]. (3) Given the reactants [CH2:1]([O:3][C:4](=[O:16])[CH2:5][N:6]1[C:14]2[C:9](=[CH:10][CH:11]=[C:12]([OH:15])[CH:13]=2)[CH:8]=[CH:7]1)[CH3:2].[F:17][C:18]1[CH:23]=[CH:22][C:21]([C:24]2[CH:25]=[C:26]([CH2:30]O)[N:27]([CH3:29])[N:28]=2)=[CH:20][C:19]=1[C:32]([F:35])([F:34])[F:33].CN(C)C(N=NC(N(C)C)=O)=O.C(P(CCCC)CCCC)CCC, predict the reaction product. The product is: [CH2:1]([O:3][C:4](=[O:16])[CH2:5][N:6]1[C:14]2[C:9](=[CH:10][CH:11]=[C:12]([O:15][CH2:30][C:26]3[N:27]([CH3:29])[N:28]=[C:24]([C:21]4[CH:22]=[CH:23][C:18]([F:17])=[C:19]([C:32]([F:34])([F:33])[F:35])[CH:20]=4)[CH:25]=3)[CH:13]=2)[CH:8]=[CH:7]1)[CH3:2]. (4) Given the reactants C([N:8]([CH2:19][CH2:20][C:21]1[CH:26]=[CH:25][C:24]([S:27]([C:30]2[CH:31]=[C:32]([CH:38]=[CH:39][CH:40]=2)[C:33]([O:35][CH2:36][CH3:37])=[O:34])(=[O:29])=[O:28])=[CH:23][CH:22]=1)[CH2:9][C@@H:10]([C:12]1[CH:17]=[CH:16][CH:15]=[C:14]([Cl:18])[CH:13]=1)[OH:11])C1C=CC=CC=1.CO.C(N(CC)CC)C, predict the reaction product. The product is: [Cl:18][C:14]1[CH:13]=[C:12]([C@@H:10]([OH:11])[CH2:9][NH:8][CH2:19][CH2:20][C:21]2[CH:22]=[CH:23][C:24]([S:27]([C:30]3[CH:31]=[C:32]([CH:38]=[CH:39][CH:40]=3)[C:33]([O:35][CH2:36][CH3:37])=[O:34])(=[O:29])=[O:28])=[CH:25][CH:26]=2)[CH:17]=[CH:16][CH:15]=1.